Task: Predict the reaction yield, written as a fraction of the theoretical maximum amount of product (1.0 means a 100% yield; for example, 0.34 means a 34% yield).. Dataset: Reaction yield outcomes from USPTO patents with 853,638 reactions (1) The reactants are [C:1]([NH:4][CH2:5][CH2:6][CH2:7][S:8]([O:11][CH2:12][C:13]([CH3:18])([CH3:17])[CH2:14][CH:15]=[O:16])(=[O:10])=[O:9])(=[O:3])[CH3:2].CC(C)=[O:21]. The catalyst is C(O)(C)(C)C.[Os](=O)(=O)(=O)=O. The product is [C:1]([NH:4][CH2:5][CH2:6][CH2:7][S:8]([O:11][CH2:12][C:13]([CH3:18])([CH3:17])[CH2:14][C:15]([OH:21])=[O:16])(=[O:10])=[O:9])(=[O:3])[CH3:2]. The yield is 0.950. (2) The reactants are O1[C:5]2([CH2:10][CH2:9][CH:8]([N:11]3[C:16](=[O:17])[C:15]([CH2:18][C:19]4[CH:24]=[CH:23][C:22]([C:25]5[CH:30]=[CH:29][CH:28]=[CH:27][C:26]=5[C:31]5[NH:35][C:34](=[O:36])[O:33][N:32]=5)=[CH:21][CH:20]=4)=[C:14]([CH2:37][CH2:38][CH3:39])[N:13]4[N:40]=[C:41]([CH3:43])[N:42]=[C:12]34)[CH2:7][CH2:6]2)[O:4]CC1.Cl. The catalyst is O1CCCC1. The product is [CH3:43][C:41]1[N:42]=[C:12]2[N:11]([CH:8]3[CH2:9][CH2:10][C:5](=[O:4])[CH2:6][CH2:7]3)[C:16](=[O:17])[C:15]([CH2:18][C:19]3[CH:20]=[CH:21][C:22]([C:25]4[CH:30]=[CH:29][CH:28]=[CH:27][C:26]=4[C:31]4[NH:35][C:34](=[O:36])[O:33][N:32]=4)=[CH:23][CH:24]=3)=[C:14]([CH2:37][CH2:38][CH3:39])[N:13]2[N:40]=1. The yield is 0.440. (3) The reactants are Cl.[CH:2]1[C:10]2[N:9]3[C:11]([C@@H:14]4[C@H:18]([CH3:19])[CH2:17][C@H:16]([NH2:20])[CH2:15]4)=[CH:12][N:13]=[C:8]3[CH:7]=[N:6][C:5]=2[NH:4][CH:3]=1.O.C(=O)([O-])[O-].[K+].[K+].[F:28][C:29]([F:37])([F:36])[CH2:30][CH2:31][S:32](Cl)(=[O:34])=[O:33]. The catalyst is C1COCC1. The product is [CH:2]1[C:10]2[N:9]3[C:11]([C@@H:14]4[C@H:18]([CH3:19])[CH2:17][C@H:16]([NH:20][S:32]([CH2:31][CH2:30][C:29]([F:37])([F:36])[F:28])(=[O:34])=[O:33])[CH2:15]4)=[CH:12][N:13]=[C:8]3[CH:7]=[N:6][C:5]=2[NH:4][CH:3]=1. The yield is 0.710. (4) The reactants are Br[C:2]1[C:3]([F:31])=[C:4]([C:18]([CH3:30])=[C:19]([N:21]([CH2:28][CH3:29])[CH:22]2[CH2:27][CH2:26][O:25][CH2:24][CH2:23]2)[CH:20]=1)[C:5]([NH:7][CH2:8][C:9]1[C:10](=[O:17])[NH:11][C:12]([CH3:16])=[CH:13][C:14]=1[CH3:15])=[O:6].CC1(C)C(C)(C)OB([C:40]2[CH:52]=[CH:51][C:43]([CH2:44][N:45]3[CH2:50][CH2:49][O:48][CH2:47][CH2:46]3)=[CH:42][CH:41]=2)O1.C([O-])([O-])=O.[Na+].[Na+]. The catalyst is O1CCOCC1.O.[Pd].C1(P(C2C=CC=CC=2)C2C=CC=CC=2)C=CC=CC=1. The product is [CH3:15][C:14]1[CH:13]=[C:12]([CH3:16])[NH:11][C:10](=[O:17])[C:9]=1[CH2:8][NH:7][C:5]([C:4]1[C:3]([F:31])=[C:2]([C:40]2[CH:41]=[CH:42][C:43]([CH2:44][N:45]3[CH2:50][CH2:49][O:48][CH2:47][CH2:46]3)=[CH:51][CH:52]=2)[CH:20]=[C:19]([N:21]([CH2:28][CH3:29])[CH:22]2[CH2:27][CH2:26][O:25][CH2:24][CH2:23]2)[C:18]=1[CH3:30])=[O:6]. The yield is 0.520.